From a dataset of Full USPTO retrosynthesis dataset with 1.9M reactions from patents (1976-2016). Predict the reactants needed to synthesize the given product. (1) Given the product [CH3:1][N:2]([CH2:24][C:25]([OH:27])=[O:26])[C:3](=[O:23])[CH2:4][CH2:5][C:6]1[CH:11]=[CH:10][CH:9]=[C:8]([C:12]2[S:13][C:14]3[CH:22]=[CH:21][CH:20]=[CH:19][C:15]=3[C:16](=[O:18])[N:17]=2)[N:7]=1, predict the reactants needed to synthesize it. The reactants are: [CH3:1][N:2]([CH2:24][C:25]([O:27]C(C)(C)C)=[O:26])[C:3](=[O:23])[CH2:4][CH2:5][C:6]1[CH:11]=[CH:10][CH:9]=[C:8]([C:12]2[S:13][C:14]3[CH:22]=[CH:21][CH:20]=[CH:19][C:15]=3[C:16](=[O:18])[N:17]=2)[N:7]=1.C(OC(C)C)(C)C. (2) Given the product [CH2:29]1[C:38]2[C:33](=[CH:34][CH:35]=[CH:36][CH:37]=2)[CH2:32][CH2:31][N:30]1[C:39]1[CH:40]=[CH:41][C:42]([CH2:43][NH:44][C:24]([C:20]2[N:21]([CH3:23])[CH:22]=[C:18]([NH:17][C:15]([C:10]3[C:9]([C:6]4[CH:7]=[CH:8][C:3]([C:2]([F:1])([F:28])[F:27])=[CH:4][CH:5]=4)=[CH:14][CH:13]=[CH:12][CH:11]=3)=[O:16])[CH:19]=2)=[O:26])=[CH:45][CH:46]=1, predict the reactants needed to synthesize it. The reactants are: [F:1][C:2]([F:28])([F:27])[C:3]1[CH:8]=[CH:7][C:6]([C:9]2[C:10]([C:15]([NH:17][C:18]3[CH:19]=[C:20]([C:24]([OH:26])=O)[N:21]([CH3:23])[CH:22]=3)=[O:16])=[CH:11][CH:12]=[CH:13][CH:14]=2)=[CH:5][CH:4]=1.[CH2:29]1[C:38]2[C:33](=[CH:34][CH:35]=[CH:36][CH:37]=2)[CH2:32][CH2:31][N:30]1[C:39]1[CH:46]=[CH:45][C:42]([CH2:43][NH2:44])=[CH:41][CH:40]=1.CN(C(ON1N=NC2C=CC=CC1=2)=[N+](C)C)C.[B-](F)(F)(F)F.C(N(CC)CC)C. (3) Given the product [CH2:51]([C:6]1[CH:5]=[C:4]([C:28]2[C:23]([SiH:20]([CH3:21])[CH3:22])([CH3:24])[C:30]([CH3:31])=[C:29]([CH3:41])[C:27]=2[CH3:26])[CH:9]=[C:8]([CH2:11][CH2:15][CH2:14][CH2:13][CH2:12][CH3:18])[CH:7]=1)[CH2:52][CH2:47][CH2:48][CH2:49][CH3:50], predict the reactants needed to synthesize it. The reactants are: [H-].[Na+].N[C:4]1[CH:9]=[CH:8][CH:7]=[CH:6][CH:5]=1.C[C:11]1[CH2:15][C:14](C)=[C:13](C)[C:12]=1[CH3:18].Cl[Si:20]([C:23]1[CH:28]=[C:27]([CH2:29][CH2:30][CH2:31]CCC)[CH:26]=C(CCCCCC)[CH:24]=1)([CH3:22])[CH3:21].[C:41](=O)([O-])[O-].[Na+].[Na+].[C:47]1(C)[CH:52]=[CH:51][CH:50]=[CH:49][CH:48]=1. (4) Given the product [F:29][C:24]1[CH:25]=[CH:26][CH:27]=[CH:28][C:23]=1[CH2:22][N:15]1[C:16]2=[N:17][CH:18]=[CH:19][CH:20]=[C:21]2[C:13]([C:9]2[NH:10][C:11](=[O:12])[N:7]([CH2:6][CH2:5][OH:4])[N:8]=2)=[N:14]1, predict the reactants needed to synthesize it. The reactants are: C([O:4][CH2:5][CH2:6][N:7]1[C:11](=[O:12])[NH:10][C:9]([C:13]2[C:21]3[C:16](=[N:17][CH:18]=[CH:19][CH:20]=3)[N:15]([CH2:22][C:23]3[CH:28]=[CH:27][CH:26]=[CH:25][C:24]=3[F:29])[N:14]=2)=[N:8]1)(=O)C.Cl.O. (5) Given the product [OH:35][C:28]1[CH:29]=[C:30]([OH:33])[CH:31]=[CH:32][C:27]=1[C:25]1[CH:26]=[C:21]([C:19]([NH:18][C:13]2[CH:14]=[CH:15][CH:16]=[CH:17][C:12]=2[C:9]2[S:8][C:7]([CH2:6][C:5]([OH:37])=[O:4])=[CH:11][CH:10]=2)=[O:20])[CH:22]=[N:23][CH:24]=1.[CH3:3][O:4][C:5](=[O:37])[CH2:6][C:7]1[S:8][C:9]([C:12]2[CH:17]=[CH:16][CH:15]=[CH:14][C:13]=2[NH:18][C:19]([C:21]2[CH:22]=[N:23][CH:24]=[C:25]([C:27]3[CH:32]=[CH:31][C:30]([OH:33])=[CH:29][C:28]=3[OH:35])[CH:26]=2)=[O:20])=[CH:10][CH:11]=1, predict the reactants needed to synthesize it. The reactants are: N#N.[CH3:3][O:4][C:5](=[O:37])[CH2:6][C:7]1[S:8][C:9]([C:12]2[CH:17]=[CH:16][CH:15]=[CH:14][C:13]=2[NH:18][C:19]([C:21]2[CH:22]=[N:23][CH:24]=[C:25]([C:27]3[CH:32]=[CH:31][C:30]([O:33]C)=[CH:29][C:28]=3[O:35]C)[CH:26]=2)=[O:20])=[CH:10][CH:11]=1.B(Br)(Br)Br.O. (6) Given the product [F:22][C:19]1[CH:20]=[CH:21][C:16]([C:14]2[S:15][C:8]3[C:7]([OH:23])=[C:6]([C:4]([NH:24][CH2:25][C:26]([OH:28])=[O:27])=[O:5])[N:11]=[C:10]([CH3:12])[C:9]=3[N:13]=2)=[CH:17][CH:18]=1, predict the reactants needed to synthesize it. The reactants are: C(O[C:4]([C:6]1[N:11]=[C:10]([CH3:12])[C:9]2[N:13]=[C:14]([C:16]3[CH:21]=[CH:20][C:19]([F:22])=[CH:18][CH:17]=3)[S:15][C:8]=2[C:7]=1[OH:23])=[O:5])C.[NH2:24][CH2:25][C:26]([OH:28])=[O:27]. (7) Given the product [CH3:88][O:89][C:90](=[O:100])[C:91]1[CH:92]=[CH:93][C:94]([C:95]([NH:40][C:41]([C:42](=[O:43])[NH:1][C:2]2[CH:3]=[CH:4][C:5]([CH2:6][N:7]([CH:15]3[CH2:20][CH2:19][CH2:18][CH2:17][CH2:16]3)[C:8]([C:10]3[O:11][CH:12]=[CH:13][CH:14]=3)=[O:9])=[CH:21][CH:22]=2)([CH3:46])[CH3:45])=[O:97])=[CH:98][CH:99]=1, predict the reactants needed to synthesize it. The reactants are: [NH2:1][C:2]1[CH:22]=[CH:21][C:5]([CH2:6][N:7]([CH:15]2[CH2:20][CH2:19][CH2:18][CH2:17][CH2:16]2)[C:8]([C:10]2[O:11][CH:12]=[CH:13][CH:14]=2)=[O:9])=[CH:4][CH:3]=1.C1C2C(COC([NH:40][C:41]([CH3:46])([CH3:45])[C:42](O)=[O:43])=O)C3C(=CC=CC=3)C=2C=CC=1.C1C2C(COC(=O)N[C@H](C(=O)NC3C=CC(C)=CC=3)CCCCNC(OC(C)(C)C)=O)C3C(=CC=CC=3)C=2C=CC=1.[CH3:88][O:89][C:90](=[O:100])[C:91]1[CH:99]=[CH:98][C:94]([C:95]([OH:97])=O)=[CH:93][CH:92]=1.